Dataset: Reaction yield outcomes from USPTO patents with 853,638 reactions. Task: Predict the reaction yield, written as a fraction of the theoretical maximum amount of product (1.0 means a 100% yield; for example, 0.34 means a 34% yield). (1) The catalyst is [Pd].CO. The yield is 0.940. The reactants are [CH2:1]([O:3][C:4](=[O:14])[CH2:5][C:6]1([C:12]#[N:13])[CH:11]=[CH:10][CH2:9][CH:8]=[CH:7]1)[CH3:2]. The product is [CH2:1]([O:3][C:4](=[O:14])[CH2:5][C:6]1([C:12]#[N:13])[CH2:11][CH2:10][CH2:9][CH2:8][CH2:7]1)[CH3:2]. (2) The reactants are [CH3:1][O:2][C:3]1[CH:4]=[CH:5][C:6]2[O:10][C:9](=[O:11])[N:8]([CH2:12][C:13]([O:15]CC)=[O:14])[C:7]=2[CH:18]=1.[Li+].[OH-].CC#N.O.FC(F)(F)C(O)=O. The catalyst is O1CCCC1.O. The product is [CH3:1][O:2][C:3]1[CH:4]=[CH:5][C:6]2[O:10][C:9](=[O:11])[N:8]([CH2:12][C:13]([OH:15])=[O:14])[C:7]=2[CH:18]=1. The yield is 0.730.